From a dataset of Full USPTO retrosynthesis dataset with 1.9M reactions from patents (1976-2016). Predict the reactants needed to synthesize the given product. (1) Given the product [CH:1]([N:4]1[C:9]2=[N:10][C:11]([NH:14][C:15]3[CH:20]=[CH:19][C:18]([N:21]4[CH2:22][CH2:23][CH:24]([CH2:27][CH2:28][CH2:29][N:30]5[CH2:35][CH2:34][O:33][CH2:32][CH2:31]5)[CH2:25][CH2:26]4)=[CH:17][CH:16]=3)=[N:12][CH:13]=[C:8]2[CH:7]=[N:6][C:5]1=[O:36])([CH3:3])[CH3:2], predict the reactants needed to synthesize it. The reactants are: [CH:1]([N:4]1[C:9]2=[N:10][C:11]([NH:14][C:15]3[CH:20]=[CH:19][C:18]([N:21]4[CH2:26][CH2:25][CH:24]([CH2:27][CH2:28][CH2:29][N:30]5[CH2:35][CH2:34][O:33][CH2:32][CH2:31]5)[CH2:23][CH2:22]4)=[CH:17][CH:16]=3)=[N:12][CH:13]=[C:8]2[CH2:7][NH:6][C:5]1=[O:36])([CH3:3])[CH3:2].CC(C)([O-])C.[K+]. (2) Given the product [CH3:23][O:22][CH2:21][O:20][C:7]1[CH:8]=[C:9]([C:11]([CH3:18])([CH3:19])[CH2:12][CH2:13][CH2:14][CH2:15][CH2:16][CH3:17])[CH:10]=[C:5]([O:4][CH2:3][O:2][CH3:1])[C:6]=1[B:29]([OH:32])[OH:30], predict the reactants needed to synthesize it. The reactants are: [CH3:1][O:2][CH2:3][O:4][C:5]1[CH:10]=[C:9]([C:11]([CH3:19])([CH3:18])[CH2:12][CH2:13][CH2:14][CH2:15][CH2:16][CH3:17])[CH:8]=[C:7]([O:20][CH2:21][O:22][CH3:23])[CH:6]=1.[Li]CCCC.[B:29](OC)([O:32]C)[O:30]C.Cl. (3) Given the product [NH2:21][C:16]1[CH:17]=[N:18][CH:19]=[CH:20][C:15]=1[CH:12]1[CH2:13][CH2:14][N:9]([CH3:8])[C:10](=[O:29])[CH2:11]1, predict the reactants needed to synthesize it. The reactants are: C(O)(C(F)(F)F)=O.[CH3:8][N:9]1[CH2:14][CH2:13][CH:12]([C:15]2[CH:20]=[CH:19][N:18]=[CH:17][C:16]=2[NH:21]C(=O)OC(C)(C)C)[CH2:11][C:10]1=[O:29].CO.C(Cl)Cl.